Dataset: NCI-60 drug combinations with 297,098 pairs across 59 cell lines. Task: Regression. Given two drug SMILES strings and cell line genomic features, predict the synergy score measuring deviation from expected non-interaction effect. (1) Drug 1: CN(C)N=NC1=C(NC=N1)C(=O)N. Drug 2: C1CC(=O)NC(=O)C1N2C(=O)C3=CC=CC=C3C2=O. Cell line: PC-3. Synergy scores: CSS=0.872, Synergy_ZIP=-1.09, Synergy_Bliss=-3.13, Synergy_Loewe=-3.82, Synergy_HSA=-4.24. (2) Drug 1: CC1OCC2C(O1)C(C(C(O2)OC3C4COC(=O)C4C(C5=CC6=C(C=C35)OCO6)C7=CC(=C(C(=C7)OC)O)OC)O)O. Drug 2: C1CC(=O)NC(=O)C1N2C(=O)C3=CC=CC=C3C2=O. Cell line: HOP-62. Synergy scores: CSS=24.5, Synergy_ZIP=-0.345, Synergy_Bliss=0.0667, Synergy_Loewe=-20.4, Synergy_HSA=1.10. (3) Drug 1: CC1=C(C=C(C=C1)C(=O)NC2=CC(=CC(=C2)C(F)(F)F)N3C=C(N=C3)C)NC4=NC=CC(=N4)C5=CN=CC=C5. Drug 2: CN(CCCl)CCCl.Cl. Cell line: SF-268. Synergy scores: CSS=13.9, Synergy_ZIP=-6.06, Synergy_Bliss=-4.63, Synergy_Loewe=-3.16, Synergy_HSA=-2.65. (4) Drug 1: CCC1=CC2CC(C3=C(CN(C2)C1)C4=CC=CC=C4N3)(C5=C(C=C6C(=C5)C78CCN9C7C(C=CC9)(C(C(C8N6C)(C(=O)OC)O)OC(=O)C)CC)OC)C(=O)OC.C(C(C(=O)O)O)(C(=O)O)O. Drug 2: C1=CC=C(C(=C1)C(C2=CC=C(C=C2)Cl)C(Cl)Cl)Cl. Cell line: SF-539. Synergy scores: CSS=33.4, Synergy_ZIP=1.80, Synergy_Bliss=4.54, Synergy_Loewe=-42.9, Synergy_HSA=5.57.